This data is from Experimentally validated miRNA-target interactions with 360,000+ pairs, plus equal number of negative samples. The task is: Binary Classification. Given a miRNA mature sequence and a target amino acid sequence, predict their likelihood of interaction. (1) The miRNA is mmu-miR-495-3p with sequence AAACAAACAUGGUGCACUUCUU. The protein sequence of the target gene is MDSDMDYERPNVETIKCVVVGDNAVGKTRLICARACNTTLTQYQLLATHVPTVWAIDQYRVCQEVLERSRDVVDEVSISLRLWDTFGDHHKDRRFAYGRSDVVVLCFSIANPNSLNHVKTMWYQEIKHFCPRTPVVLVGCQLDLRYADLEAVNRARRPLARPIKRGDILPPEKGREVAKELGIPYYETSVFDQFGIKDVFDNAIRAALISRRHLQFWKSHLKKVQKPLLQAPFLPPKAPPPVIKVPECPSAGTSDAACLLDNPLCADVLFVLHDEEHIFAHRIYLATSSSKFYDLFLMEC.... Result: 1 (interaction). (2) The miRNA is hsa-miR-484 with sequence UCAGGCUCAGUCCCCUCCCGAU. The protein sequence of the target gene is MSVLTPLLLRGLTGSARRLPVPRAKIHSLPPEGKLGIMELAVGLTSCFVTFLLPAGWILSHLETYRRPE. Result: 1 (interaction). (3) The miRNA is hsa-miR-6873-5p with sequence CAGAGGGAAUACAGAGGGCAAU. The protein sequence of the target gene is MLSRAVCGTSRQLAPVLGYLGSRQKHSLPDLPYDYGALEPHINAQIMQLHHSKHHAAYVNNLNVTEEKYQEALAKGDVTAQIALQPALKFNGGGHINHSIFWTNLSPNGGGEPKGELLEAIKRDFGSFDKFKEKLTAASVGVQGSGWGWLGFNKERGHLQIAACPNQDPLQGTTGLIPLLGIDVWEHAYYLQYKNVRPDYLKAIWNVINWENVTERYMACKK. Result: 1 (interaction). (4) The miRNA is hsa-miR-2116-3p with sequence CCUCCCAUGCCAAGAACUCCC. The protein sequence of the target gene is MDAVAFEDVAVNFTQEEWALLGPSQKNLYRYVMQETIRNLDCIRMIWEEQNTEDQYKNPRRNLRCHMVERFSESKDSSQCGETFSLIRDSIVNNSICPGEDPCQSAECEEVIMGHLSLNSHIRVDSGHKPHEYQEYGEKPHTHKQRGKAFSYHHSFQSRGRPHTGKKRYECKECGKTFSSRRNLRRHMVVQGGNRPYKCKLCGKAFFWPSLLRMHERTHTGEKPYECKQCSKAFPFYSSYRRHERMHTGEKPYECKQCSKALPDSSSYIRHERTHTGEKPYTCKQCGKAFSVSSSLRRHE.... Result: 0 (no interaction). (5) The miRNA is mmu-miR-124-3p with sequence UAAGGCACGCGGUGAAUGCC. The protein sequence of the target gene is MESPAASPPASLPQTKGKSKRKKDLRISCVSKPPVSNPTPPRNLDSRTFITIGDRNFEVEADDLVTISELGRGAYGVVEKVRHAQSGTIMAVKRIRATVNTQEQKRLLMDLDINMRTVDCFYTVTFYGALFREGDVWICMELMDTSLDKFYRKVLEKNMKIPEDILGEIAVSIVRALEHLHSKLSVIHRDVKPSNVLINKEGHVKMCDFGISGYLVDSVAKTMDAGCKPYMAPERINPELNQKGYNVKSDVWSLGITMIEMAILRFPYESWGTPFQQLKQVVEEPSPQLPADQFSPEFVD.... Result: 1 (interaction). (6) The miRNA is mmu-miR-509-3p with sequence UGAUUGACAUUUCUGUAAUGG. The protein sequence of the target gene is MTLKWTSVLLLIHLSCYFSSGSCGKVLVWAAEYSHWMNMKTILKELVQRGHEVTVLASSASILFDPNDASTLKFEVYPTSLTKTEFENIIMQQVKRWSDIRKDSFWLYFSQEQEILWELYDIFRNFCKDVVSNKKVMKKLQESRFDIVFADAVFPCGELLAALLNIRFVYSLRFTPGYTIERHSGGLIFPPSYIPIVMSKLSDQMTFMERVKNMIYVLYFDFWFQMSDMKKWDQFYSEVLGRPTTLFETMGKADIWLMRNSWSFQFPHPFLPNVDFVGGFHCKPAKPLPKEMEEFVQSSG.... Result: 0 (no interaction). (7) The miRNA is mmu-miR-1927 with sequence GACCUCUGGAUGUUAGGGACUGA. The protein sequence of the target gene is MMPQKKRRRKKDIDFLALYEAELLNYASEDDEGELEHEYYKARVYEVVTATGDVRGAGTDANVFITLFGENGLSPKLQLTSKSKSAFEKGNVDVFRVRTNNVGLIYKVRIEHDNTGLNASWYLDHVIVTDMKRPHLRYYFNCNNWLSKVEGDRQWCRDLLASFNPMDMPRGNKYEVKVYTGDVIGAGTDADVFINIFGEYGDTGERRLENEKDNFEKGAEDRFILDAPDLGQLMKINVGHNNKGGSAGWFLSQIVIEDIGNKRKYDFPLNRWLALDEDDGKIQRDILVGGAETTAITYIV.... Result: 0 (no interaction). (8) Result: 1 (interaction). The miRNA is hsa-miR-106b-5p with sequence UAAAGUGCUGACAGUGCAGAU. The protein sequence of the target gene is MAEASAAGADSGAAVAAHRFFCHFCKGEVSPKLPEYICPRCESGFIEEVTDDSSFLGGGGSRIDNTTTTHFAELWGHLDHTMFFQDFRPFLSSSPLDQDNRANERGHQTHTDFWGARPPRLPLGRRYRSRGSSRPDRSPAIEGILQHIFAGFFANSAIPGSPHPFSWSGMLHSNPGDYAWGQTGLDAIVTQLLGQLENTGPPPADKEKITSLPTVTVTQEQVDMGLECPVCKEDYTVEEEVRQLPCNHFFHSSCIVPWLELHDTCPVCRKSLNGEDSTRQSQSTEASASNRFSNDSQLHD....